This data is from NCI-60 drug combinations with 297,098 pairs across 59 cell lines. The task is: Regression. Given two drug SMILES strings and cell line genomic features, predict the synergy score measuring deviation from expected non-interaction effect. (1) Drug 1: CC1=C(C=C(C=C1)NC(=O)C2=CC=C(C=C2)CN3CCN(CC3)C)NC4=NC=CC(=N4)C5=CN=CC=C5. Drug 2: CN(C(=O)NC(C=O)C(C(C(CO)O)O)O)N=O. Cell line: HL-60(TB). Synergy scores: CSS=-13.3, Synergy_ZIP=8.12, Synergy_Bliss=4.34, Synergy_Loewe=-11.5, Synergy_HSA=-10.8. (2) Drug 2: CC1=C(C=C(C=C1)C(=O)NC2=CC(=CC(=C2)C(F)(F)F)N3C=C(N=C3)C)NC4=NC=CC(=N4)C5=CN=CC=C5. Cell line: HS 578T. Drug 1: C1=CN(C(=O)N=C1N)C2C(C(C(O2)CO)O)O.Cl. Synergy scores: CSS=17.8, Synergy_ZIP=1.59, Synergy_Bliss=3.94, Synergy_Loewe=0.497, Synergy_HSA=2.70. (3) Drug 2: CN(C(=O)NC(C=O)C(C(C(CO)O)O)O)N=O. Drug 1: C1=CC(=C2C(=C1NCCNCCO)C(=O)C3=C(C=CC(=C3C2=O)O)O)NCCNCCO. Cell line: RXF 393. Synergy scores: CSS=24.7, Synergy_ZIP=2.25, Synergy_Bliss=2.07, Synergy_Loewe=-19.9, Synergy_HSA=1.86. (4) Drug 1: CC1=C(C=C(C=C1)NC2=NC=CC(=N2)N(C)C3=CC4=NN(C(=C4C=C3)C)C)S(=O)(=O)N.Cl. Drug 2: CC1CCCC2(C(O2)CC(NC(=O)CC(C(C(=O)C(C1O)C)(C)C)O)C(=CC3=CSC(=N3)C)C)C. Cell line: SK-OV-3. Synergy scores: CSS=-1.02, Synergy_ZIP=0.864, Synergy_Bliss=-0.201, Synergy_Loewe=-2.49, Synergy_HSA=-2.06.